This data is from Full USPTO retrosynthesis dataset with 1.9M reactions from patents (1976-2016). The task is: Predict the reactants needed to synthesize the given product. Given the product [CH3:15][N:12]1[C:11]([CH:13]=[O:14])=[CH:10][N:9]=[C:8]1[C:4]1[S:3][CH:7]=[CH:6][CH:5]=1, predict the reactants needed to synthesize it. The reactants are: CI.[S:3]1[CH:7]=[CH:6][CH:5]=[C:4]1[C:8]1[NH:9][CH:10]=[C:11]([CH:13]=[O:14])[N:12]=1.[C:15](=O)([O-])[O-].[K+].[K+].